From a dataset of Forward reaction prediction with 1.9M reactions from USPTO patents (1976-2016). Predict the product of the given reaction. (1) Given the reactants CC(C1CCC1)=O.[CH:8]1([C:12](=O)[CH2:13][CH:14](OCC)OCC)[CH2:11][CH2:10][CH2:9]1.S(O)(O)(=O)=O.[NH2:27][C:28]1[NH:29][CH:30]=[CH:31][N:32]=1.[NH2:27][C:28]1[NH:29][CH:30]=[CH:31][N:32]=1, predict the reaction product. The product is: [CH:8]1([C:12]2[CH:13]=[CH:14][N:29]3[CH:30]=[CH:31][N:32]=[C:28]3[N:27]=2)[CH2:9][CH2:10][CH2:11]1. (2) Given the reactants [Cl:1][C:2]1[N:11]=[CH:10][C:9]2[NH:8][CH2:7][C@@H:6]3[CH2:12][O:13][CH2:14][CH2:15][N:5]3[C:4]=2[N:3]=1.[CH3:16][C:17]([CH3:31])([CH3:30])[CH:18]([NH:22][C:23](=[O:29])[O:24][C:25]([CH3:28])([CH3:27])[CH3:26])[CH2:19][CH:20]=O, predict the reaction product. The product is: [Cl:1][C:2]1[N:11]=[CH:10][C:9]2[N:8]([CH2:20][CH2:19][CH:18]([NH:22][C:23](=[O:29])[O:24][C:25]([CH3:28])([CH3:27])[CH3:26])[C:17]([CH3:16])([CH3:30])[CH3:31])[CH2:7][C@@H:6]3[CH2:12][O:13][CH2:14][CH2:15][N:5]3[C:4]=2[N:3]=1.